This data is from Full USPTO retrosynthesis dataset with 1.9M reactions from patents (1976-2016). The task is: Predict the reactants needed to synthesize the given product. Given the product [C:27]([CH2:26][CH2:25][C:24]([NH:23][CH:7]([CH2:8][C:9]1[CH:14]=[CH:13][C:12]([C:15]2[CH:20]=[CH:19][CH:18]=[CH:17][C:16]=2[O:21][CH3:22])=[CH:11][CH:10]=1)[CH2:6][C@H:5]([CH3:31])[C:4]([OH:32])=[O:3])=[O:30])([OH:29])=[O:28], predict the reactants needed to synthesize it. The reactants are: C([O:3][C:4](=[O:32])[C@@H:5]([CH3:31])[CH2:6][CH:7]([NH:23][C:24](=[O:30])[CH2:25][CH2:26][C:27]([OH:29])=[O:28])[CH2:8][C:9]1[CH:14]=[CH:13][C:12]([C:15]2[CH:20]=[CH:19][CH:18]=[CH:17][C:16]=2[O:21][CH3:22])=[CH:11][CH:10]=1)C.[OH-].[Na+].Cl.